Dataset: Reaction yield outcomes from USPTO patents with 853,638 reactions. Task: Predict the reaction yield, written as a fraction of the theoretical maximum amount of product (1.0 means a 100% yield; for example, 0.34 means a 34% yield). (1) The reactants are [OH:1][C:2]1[CH:7]=[CH:6][CH:5]=[CH:4][C:3]=1[N:8]1[CH2:13][CH2:12][N:11]([C:14]([O:16][C:17]([CH3:20])([CH3:19])[CH3:18])=[O:15])[CH2:10][CH2:9]1.[H-].[Na+].[CH3:23][O:24][CH2:25][CH2:26][O:27][CH2:28]Cl. The catalyst is CN(C=O)C. The product is [CH3:23][O:24][CH2:25][CH2:26][O:27][CH2:28][O:1][C:2]1[CH:7]=[CH:6][CH:5]=[CH:4][C:3]=1[N:8]1[CH2:13][CH2:12][N:11]([C:14]([O:16][C:17]([CH3:20])([CH3:19])[CH3:18])=[O:15])[CH2:10][CH2:9]1. The yield is 0.220. (2) The reactants are C([C:3]1[CH:8]=[CH:7][C:6]([S:9]([F:14])([F:13])([F:12])([F:11])[F:10])=[CH:5][C:4]=1C)#N.[OH-:16].[Na+].[CH2:18]([OH:21])[CH2:19]O. The catalyst is CCOCC.O. The product is [CH3:3][C:4]1[CH:5]=[C:6]([S:9]([F:14])([F:13])([F:12])([F:11])[F:10])[CH:7]=[CH:8][C:19]=1[C:18]([OH:21])=[O:16]. The yield is 0.930. (3) The reactants are [NH2:1][CH2:2][C:3]1[CH:9]=[CH:8][C:6]([NH2:7])=[CH:5][CH:4]=1.[CH3:10][C:11]([O:14][C:15](O[C:15]([O:14][C:11]([CH3:13])([CH3:12])[CH3:10])=[O:16])=[O:16])([CH3:13])[CH3:12]. The catalyst is CO. The product is [NH2:7][C:6]1[CH:8]=[CH:9][C:3]([CH2:2][NH:1][C:15](=[O:16])[O:14][C:11]([CH3:13])([CH3:12])[CH3:10])=[CH:4][CH:5]=1. The yield is 0.805. (4) The reactants are [NH:1]([C:10]([O:12][C:13]([CH3:16])([CH3:15])[CH3:14])=[O:11])[C@H:2]([C:7]([OH:9])=O)[CH2:3][C:4](=O)[NH2:5].C1CCC(N=C=NC2CCCCC2)CC1.[NH2:32][C:33]1[CH:45]=[CH:44][C:36]([C:37]([O:39][C:40]([CH3:43])([CH3:42])[CH3:41])=[O:38])=[CH:35][CH:34]=1.CCOC(C)=O. The catalyst is CN(C=O)C. The product is [C:13]([O:12][C:10]([NH:1][C@@H:2]([CH2:3][C:4]#[N:5])[C:7]([NH:32][C:33]1[CH:45]=[CH:44][C:36]([C:37]([O:39][C:40]([CH3:41])([CH3:42])[CH3:43])=[O:38])=[CH:35][CH:34]=1)=[O:9])=[O:11])([CH3:16])([CH3:15])[CH3:14]. The yield is 0.570.